Task: Predict the reactants needed to synthesize the given product.. Dataset: Full USPTO retrosynthesis dataset with 1.9M reactions from patents (1976-2016) (1) The reactants are: [CH:1]1([CH:6]=[C:7]([C:18]2[NH:30][C:21]3=[N:22][CH:23]=[C:24]([O:26][CH:27]([CH3:29])[CH3:28])[CH:25]=[C:20]3[CH:19]=2)[C:8]2[CH:13]=[CH:12][C:11]([S:14]([CH3:17])(=[O:16])=[O:15])=[CH:10][CH:9]=2)[CH2:5][CH2:4][CH2:3][CH2:2]1.[H][H]. Given the product [CH:1]1([CH2:6][CH:7]([C:18]2[NH:30][C:21]3=[N:22][CH:23]=[C:24]([O:26][CH:27]([CH3:28])[CH3:29])[CH:25]=[C:20]3[CH:19]=2)[C:8]2[CH:13]=[CH:12][C:11]([S:14]([CH3:17])(=[O:16])=[O:15])=[CH:10][CH:9]=2)[CH2:5][CH2:4][CH2:3][CH2:2]1, predict the reactants needed to synthesize it. (2) Given the product [C:18]([O:17][C:16]([NH:15][O:14][S:9]([C:2]1[C:3]([CH3:8])=[CH:4][C:5]([CH3:7])=[CH:6][C:1]=1[CH3:13])(=[O:11])=[O:10])=[O:22])([CH3:21])([CH3:20])[CH3:19], predict the reactants needed to synthesize it. The reactants are: [C:1]1([CH3:13])[CH:6]=[C:5]([CH3:7])[CH:4]=[C:3]([CH3:8])[C:2]=1[S:9](Cl)(=[O:11])=[O:10].[OH:14][NH:15][C:16](=[O:22])[O:17][C:18]([CH3:21])([CH3:20])[CH3:19].C(N(CC)CC)C. (3) The reactants are: [Cl:1][C:2]1[CH:7]=[CH:6][C:5]([CH:8]2[N:12]([C:13]3[CH:18]=[CH:17][C:16]([Cl:19])=[CH:15][C:14]=3[Cl:20])[N:11]=[C:10]([C:21]([OH:23])=O)[CH:9]2[CH3:24])=[CH:4][CH:3]=1.S(Cl)(Cl)=O.[NH2:29][N:30]1[CH2:35][CH2:34][CH2:33][CH2:32][CH2:31]1.C(N(CC)C(C)C)(C)C.Cl. Given the product [ClH:1].[N:30]1([NH:29][C:21]([C:10]2[C@@H:9]([CH3:24])[C@H:8]([C:5]3[CH:4]=[CH:3][C:2]([Cl:1])=[CH:7][CH:6]=3)[N:12]([C:13]3[CH:18]=[CH:17][C:16]([Cl:19])=[CH:15][C:14]=3[Cl:20])[N:11]=2)=[O:23])[CH2:35][CH2:34][CH2:33][CH2:32][CH2:31]1, predict the reactants needed to synthesize it. (4) Given the product [NH2:43][C@@H:44]([CH:92]([CH3:94])[CH3:93])[C:45]([NH:47][C@@H:48]([CH3:91])[C:49]([NH:51][C:52]1[CH:57]=[CH:56][C:55]([C:58]2[CH2:59][C@@H:60]3[N:61]([CH:90]=2)[C:62](=[O:89])[C:63]2[CH:85]=[C:84]([O:86][CH3:87])[C:83]([O:88][CH2:2][CH2:3][CH2:4][CH2:5][CH2:6][O:7][C:8]4[C:23]([O:24][CH3:25])=[CH:22][C:11]5[C:12](=[O:21])[N:13]6[CH2:20][CH2:19][CH2:18][C@H:14]6[C:15](=[O:17])[NH:16][C:10]=5[CH:9]=4)=[CH:82][C:64]=2[N:65]([C:75]([O:77][C:78]([CH3:81])([CH3:80])[CH3:79])=[O:76])[C@H:66]3[O:67][Si:68]([C:71]([CH3:74])([CH3:73])[CH3:72])([CH3:70])[CH3:69])=[CH:54][CH:53]=1)=[O:50])=[O:46], predict the reactants needed to synthesize it. The reactants are: I[CH2:2][CH2:3][CH2:4][CH2:5][CH2:6][O:7][C:8]1[C:23]([O:24][CH3:25])=[CH:22][C:11]2[C:12](=[O:21])[N:13]3[CH2:20][CH2:19][CH2:18][C@H:14]3[C:15](=[O:17])[NH:16][C:10]=2[CH:9]=1.C1C2C(COC([NH:43][C@@H:44]([CH:92]([CH3:94])[CH3:93])[C:45]([NH:47][C@@H:48]([CH3:91])[C:49]([NH:51][C:52]3[CH:57]=[CH:56][C:55]([C:58]4[CH2:59][CH:60]5[C@H:66]([O:67][Si:68]([C:71]([CH3:74])([CH3:73])[CH3:72])([CH3:70])[CH3:69])[N:65]([C:75]([O:77][C:78]([CH3:81])([CH3:80])[CH3:79])=[O:76])[C:64]6[CH:82]=[C:83]([OH:88])[C:84]([O:86][CH3:87])=[CH:85][C:63]=6[C:62](=[O:89])[N:61]5[CH:90]=4)=[CH:54][CH:53]=3)=[O:50])=[O:46])=O)C3C(=CC=CC=3)C=2C=CC=1.C([O-])([O-])=O.[K+].[K+]. (5) Given the product [NH2:1][C:2]1[C:3]2[C:10]([C:11]3[CH:16]=[CH:15][CH:14]=[C:13]([O:17][CH2:18][CH:19]4[CH2:23][CH2:22][CH2:21][O:20]4)[CH:12]=3)=[CH:9][N:8]([C@H:24]3[CH2:27][C@H:26]([CH2:28][N:30]4[CH2:37][CH2:36][CH2:35][C@@H:31]4[C:32]([NH2:34])=[O:33])[CH2:25]3)[C:4]=2[N:5]=[CH:6][N:7]=1, predict the reactants needed to synthesize it. The reactants are: [NH2:1][C:2]1[C:3]2[C:10]([C:11]3[CH:16]=[CH:15][CH:14]=[C:13]([O:17][CH2:18][CH:19]4[CH2:23][CH2:22][CH2:21][O:20]4)[CH:12]=3)=[CH:9][N:8]([C@H:24]3[CH2:27][C@H:26]([CH2:28]O)[CH2:25]3)[C:4]=2[N:5]=[CH:6][N:7]=1.[NH:30]1[CH2:37][CH2:36][CH2:35][C@@H:31]1[C:32]([NH2:34])=[O:33].